From a dataset of Forward reaction prediction with 1.9M reactions from USPTO patents (1976-2016). Predict the product of the given reaction. (1) Given the reactants C([O:3][C:4]([C:6]1[CH:7]=[N:8][N:9]([CH2:13][O:14][CH2:15][CH2:16][Si:17]([CH3:20])([CH3:19])[CH3:18])[C:10](=[O:12])[CH:11]=1)=O)C.O.[NH2:22][NH2:23], predict the reaction product. The product is: [O:12]=[C:10]1[N:9]([CH2:13][O:14][CH2:15][CH2:16][Si:17]([CH3:20])([CH3:19])[CH3:18])[N:8]=[CH:7][C:6]([C:4]([NH:22][NH2:23])=[O:3])=[CH:11]1. (2) Given the reactants Br[C:2]1[CH:7]=[CH:6][C:5]([C@@H:8]2[N:12]([C:13]([O:15][C:16]([CH3:19])([CH3:18])[CH3:17])=[O:14])[C@H:11]([C:20]([O:22][CH3:23])=[O:21])[CH2:10][CH2:9]2)=[CH:4][CH:3]=1.C(=O)([O-])[O-].[Na+].[Na+].CC1(C)C(C)(C)OB(/[CH:38]=[CH:39]/[C:40]2[CH:45]=[CH:44][CH:43]=[CH:42][CH:41]=2)O1.O1CCOCC1, predict the reaction product. The product is: [C:40]1(/[CH:39]=[CH:38]/[C:2]2[CH:7]=[CH:6][C:5]([C@@H:8]3[N:12]([C:13]([O:15][C:16]([CH3:19])([CH3:18])[CH3:17])=[O:14])[C@H:11]([C:20]([O:22][CH3:23])=[O:21])[CH2:10][CH2:9]3)=[CH:4][CH:3]=2)[CH:45]=[CH:44][CH:43]=[CH:42][CH:41]=1. (3) Given the reactants [Cl:1][C:2]1[N:7]=[C:6]([CH3:8])[C:5]([C:9]#[CH:10])=[CH:4][CH:3]=1.C([Li])CCC.[CH3:16][C:17]([CH3:19])=[O:18], predict the reaction product. The product is: [Cl:1][C:2]1[N:7]=[C:6]([CH3:8])[C:5]([C:9]#[C:10][C:17]([CH3:19])([OH:18])[CH3:16])=[CH:4][CH:3]=1. (4) The product is: [CH3:11][C:12]1([CH3:25])[N:17]([C:2]2[CH:7]=[N:6][C:5]([N+:8]([O-:10])=[O:9])=[CH:4][CH:3]=2)[CH2:16][CH2:15][N:14]([C:18]([O:20][C:21]([CH3:24])([CH3:23])[CH3:22])=[O:19])[CH2:13]1. Given the reactants Br[C:2]1[CH:3]=[CH:4][C:5]([N+:8]([O-:10])=[O:9])=[N:6][CH:7]=1.[CH3:11][C:12]1([CH3:25])[NH:17][CH2:16][CH2:15][N:14]([C:18]([O:20][C:21]([CH3:24])([CH3:23])[CH3:22])=[O:19])[CH2:13]1.C(=O)([O-])[O-].[Cs+].[Cs+].C1C=CC(P(C2C=CC3C(=CC=CC=3)C=2C2C3C(=CC=CC=3)C=CC=2P(C2C=CC=CC=2)C2C=CC=CC=2)C2C=CC=CC=2)=CC=1, predict the reaction product. (5) Given the reactants [NH2:1][C:2]1[C:13]([F:14])=[CH:12][C:5]2[N:6]([CH3:11])[C:7](=[O:10])[N:8]([CH3:9])[C:4]=2[CH:3]=1.C(O[CH:18]=[C:19]([C:25](=[O:32])[NH:26][C:27](OCC)=[O:28])[C:20]([O:22][CH2:23][CH3:24])=[O:21])C, predict the reaction product. The product is: [F:14][C:13]1[C:2]([N:1]2[CH:18]=[C:19]([C:20]([O:22][CH2:23][CH3:24])=[O:21])[C:25](=[O:32])[NH:26][C:27]2=[O:28])=[CH:3][C:4]2[N:8]([CH3:9])[C:7](=[O:10])[N:6]([CH3:11])[C:5]=2[CH:12]=1. (6) Given the reactants [OH:1][CH:2]1[CH2:7][CH2:6][N:5]([C:8]([O:10][CH:11]([CH3:13])[CH3:12])=[O:9])[CH2:4][CH2:3]1.[CH3:14][S:15](OCCCC1CCN(C(OC(C)C)=O)CC1)(=[O:17])=[O:16], predict the reaction product. The product is: [CH3:14][S:15]([O:1][CH:2]1[CH2:3][CH2:4][N:5]([C:8]([O:10][CH:11]([CH3:13])[CH3:12])=[O:9])[CH2:6][CH2:7]1)(=[O:17])=[O:16].